From a dataset of Reaction yield outcomes from USPTO patents with 853,638 reactions. Predict the reaction yield, written as a fraction of the theoretical maximum amount of product (1.0 means a 100% yield; for example, 0.34 means a 34% yield). The reactants are [CH3:1][O:2][C:3]1[C:11]2[O:10][C:9]([CH3:13])([CH3:12])[CH2:8][C:7]=2[C:6]([CH3:14])=[C:5]([N:15]2[CH2:20][CH2:19][NH:18][CH2:17][CH2:16]2)[C:4]=1[CH3:21].Br[C:23]1[CH:28]=[CH:27][C:26]([C:29]([F:32])([F:31])[F:30])=[CH:25][CH:24]=1. No catalyst specified. The product is [CH3:1][O:2][C:3]1[C:11]2[O:10][C:9]([CH3:13])([CH3:12])[CH2:8][C:7]=2[C:6]([CH3:14])=[C:5]([N:15]2[CH2:20][CH2:19][N:18]([C:23]3[CH:28]=[CH:27][C:26]([C:29]([F:32])([F:31])[F:30])=[CH:25][CH:24]=3)[CH2:17][CH2:16]2)[C:4]=1[CH3:21]. The yield is 0.400.